From a dataset of Forward reaction prediction with 1.9M reactions from USPTO patents (1976-2016). Predict the product of the given reaction. (1) Given the reactants [Cl:1][C:2]1[C:7]([N+:8]([O-:10])=[O:9])=[C:6](Cl)[CH:5]=[C:4]([CH3:12])[N:3]=1.Cl.[CH2:14]([O:16][C:17](=[O:27])[CH2:18][C@@H:19]([NH2:26])[C:20]1[CH:25]=[CH:24][CH:23]=[CH:22][CH:21]=1)[CH3:15].CCN(C(C)C)C(C)C, predict the reaction product. The product is: [CH2:14]([O:16][C:17](=[O:27])[CH2:18][C@@H:19]([NH:26][C:6]1[CH:5]=[C:4]([CH3:12])[N:3]=[C:2]([Cl:1])[C:7]=1[N+:8]([O-:10])=[O:9])[C:20]1[CH:21]=[CH:22][CH:23]=[CH:24][CH:25]=1)[CH3:15]. (2) Given the reactants [NH2:1][C:2]1[CH:7]=[CH:6][C:5]([C:8]([CH3:12])([CH3:11])[C:9]#[N:10])=[CH:4][CH:3]=1.[Cl:13][C:14]1[CH:22]=[C:21]([O:23][CH3:24])[C:20]([O:25][CH3:26])=[CH:19][C:15]=1[C:16](O)=[O:17].C1C=CC2N(O)N=NC=2C=1.C(Cl)CCl, predict the reaction product. The product is: [Cl:13][C:14]1[CH:22]=[C:21]([O:23][CH3:24])[C:20]([O:25][CH3:26])=[CH:19][C:15]=1[C:16]([NH:1][C:2]1[CH:3]=[CH:4][C:5]([C:8]([C:9]#[N:10])([CH3:12])[CH3:11])=[CH:6][CH:7]=1)=[O:17]. (3) Given the reactants [C:1]([O:5][C:6](=[O:18])[NH:7][CH2:8][CH:9]1[CH2:14][CH2:13][CH2:12][CH:11]([C:15](=[O:17])[NH2:16])[CH2:10]1)([CH3:4])([CH3:3])[CH3:2].C(=O)([O-])[O-].[Cs+].[Cs+].C1(P(C2C=CC=CC=2)C2C3OC4C(=CC=CC=4P(C4C=CC=CC=4)C4C=CC=CC=4)C(C)(C)C=3C=CC=2)C=CC=CC=1.[CH3:67][O:68][C:69]1[CH:78]=[CH:77][C:76]2[C:71](=[C:72](OS(C(F)(F)F)(=O)=O)[CH:73]=[CH:74][CH:75]=2)[N:70]=1, predict the reaction product. The product is: [C:1]([O:5][C:6](=[O:18])[NH:7][CH2:8][CH:9]1[CH2:14][CH2:13][CH2:12][CH:11]([C:15](=[O:17])[NH:16][C:72]2[CH:73]=[CH:74][CH:75]=[C:76]3[C:71]=2[N:70]=[C:69]([O:68][CH3:67])[CH:78]=[CH:77]3)[CH2:10]1)([CH3:4])([CH3:2])[CH3:3]. (4) Given the reactants [C:1]1([C:7]2[C:14]3[C:13]([N:15]4[CH2:20][CH2:19][CH:18]([CH2:21][O:22][CH2:23][CH2:24][N:25]5[CH2:29][CH2:28][CH2:27][CH2:26]5)[CH2:17][CH2:16]4)=[N:12][NH:11][C:10]=3[S:9][C:8]=2[C:30]#[N:31])[CH:6]=[CH:5][CH:4]=[CH:3][CH:2]=1.[CH2:32]1COCC1.CC(C)([O-])C.[K+].CI, predict the reaction product. The product is: [CH3:32][N:11]1[C:10]2[S:9][C:8]([C:30]#[N:31])=[C:7]([C:1]3[CH:2]=[CH:3][CH:4]=[CH:5][CH:6]=3)[C:14]=2[C:13]([N:15]2[CH2:20][CH2:19][CH:18]([CH2:21][O:22][CH2:23][CH2:24][N:25]3[CH2:26][CH2:27][CH2:28][CH2:29]3)[CH2:17][CH2:16]2)=[N:12]1.